Dataset: Full USPTO retrosynthesis dataset with 1.9M reactions from patents (1976-2016). Task: Predict the reactants needed to synthesize the given product. Given the product [Br:1][C:2]1[CH:3]=[CH:4][C:5]([C:8]2[C:9]3[C:25](=[O:27])[C:15]([C:23]#[N:24])=[CH:14][NH:13][C:10]=3[S:11][CH:12]=2)=[CH:6][CH:7]=1, predict the reactants needed to synthesize it. The reactants are: [Br:1][C:2]1[CH:7]=[CH:6][C:5]([C:8]2[C:9]([C:25]([O:27]CC)=O)=[C:10]([NH:13]/[CH:14]=[C:15](/[C:23]#[N:24])\C(OC(C)(C)C)=O)[S:11][CH:12]=2)=[CH:4][CH:3]=1.C(#N)C.C(O)(C(F)(F)F)=O.